Dataset: Forward reaction prediction with 1.9M reactions from USPTO patents (1976-2016). Task: Predict the product of the given reaction. (1) Given the reactants Cl.[N:2]([S:4][C:5]1([CH2:15][CH2:16][NH2:17])[CH:12]2[CH2:13][CH:8]3[CH2:9][CH:10]([CH2:14][CH:6]1[CH2:7]3)[CH2:11]2)=[O:3].C(N(CC)CC)C.[C:25](OC(=O)C)(=[O:27])[CH3:26], predict the reaction product. The product is: [N:2]([S:4][C:5]1([CH2:15][CH2:16][NH:17][C:25](=[O:27])[CH3:26])[CH:12]2[CH2:13][CH:8]3[CH2:9][CH:10]([CH2:14][CH:6]1[CH2:7]3)[CH2:11]2)=[O:3]. (2) Given the reactants [O:1]1[CH2:6][CH2:5][N:4]([CH2:7][CH2:8][NH:9][C:10](=[O:32])[C:11]2[CH:16]=[CH:15][C:14]([N+:17]([O-])=O)=[CH:13][C:12]=2[C:20]#[C:21][Si:22]([CH:29]([CH3:31])[CH3:30])([CH:26]([CH3:28])[CH3:27])[CH:23]([CH3:25])[CH3:24])[CH2:3][CH2:2]1.[NH4+].[Cl-], predict the reaction product. The product is: [NH2:17][C:14]1[CH:15]=[CH:16][C:11]([C:10]([NH:9][CH2:8][CH2:7][N:4]2[CH2:5][CH2:6][O:1][CH2:2][CH2:3]2)=[O:32])=[C:12]([C:20]#[C:21][Si:22]([CH:29]([CH3:31])[CH3:30])([CH:23]([CH3:25])[CH3:24])[CH:26]([CH3:27])[CH3:28])[CH:13]=1. (3) The product is: [CH3:14][O:13][C:11]([C:5]1[N:4]=[C:3]([CH3:15])[N:2]([CH3:1])[C:6]=1[C:7]([OH:9])=[O:8])=[O:12]. Given the reactants [CH3:1][N:2]1[C:6]([C:7]([O:9]C)=[O:8])=[C:5]([C:11]([O:13][CH3:14])=[O:12])[N:4]=[C:3]1[CH3:15].[Li+].[OH-], predict the reaction product. (4) Given the reactants COC1C=CC(NC2N=NC(C(NC(C3CCOCC3)=O)C)=CN=2)=CC=1.[NH2:27][CH:28]([C:30]1[N:35]=[N:34][C:33]([NH:36][C:37]2[CH:42]=[CH:41][C:40]([O:43][CH3:44])=[CH:39][CH:38]=2)=[N:32][CH:31]=1)[CH3:29].[C:45]1([CH:51]([CH3:55])[C:52](O)=[O:53])[CH:50]=[CH:49][CH:48]=[CH:47][CH:46]=1, predict the reaction product. The product is: [CH3:44][O:43][C:40]1[CH:41]=[CH:42][C:37]([NH:36][C:33]2[N:34]=[N:35][C:30]([CH:28]([NH:27][C:52](=[O:53])[CH:51]([C:45]3[CH:50]=[CH:49][CH:48]=[CH:47][CH:46]=3)[CH3:55])[CH3:29])=[CH:31][N:32]=2)=[CH:38][CH:39]=1. (5) Given the reactants NC1C=CC(C2C3C(=NC=NC=3N)N([C@H]3CC[C@@H](N4CCN(C)CC4)CC3)N=2)=CC=1.[NH2:31][C:32]1[CH:37]=[CH:36][CH:35]=[C:34]([Cl:38])[C:33]=1[OH:39].[NH2:40][C:41]1[N:46]=[CH:45][N:44]=[C:43]2[N:47]([C@H:67]3[CH2:72][CH2:71][C@@H:70]([N:73]4[CH2:78][CH2:77][N:76]([CH3:79])[CH2:75][CH2:74]4)[CH2:69][CH2:68]3)[N:48]=[C:49]([C:50]3[CH:55]=[CH:54][C:53]([NH:56][C:57]4OC5C=CC=C(C)C=5N=4)=[CH:52][CH:51]=3)[C:42]=12, predict the reaction product. The product is: [NH2:40][C:41]1[N:46]=[CH:45][N:44]=[C:43]2[N:47]([C@H:67]3[CH2:72][CH2:71][C@@H:70]([N:73]4[CH2:74][CH2:75][N:76]([CH3:79])[CH2:77][CH2:78]4)[CH2:69][CH2:68]3)[N:48]=[C:49]([C:50]3[CH:55]=[CH:54][C:53]([NH:56][C:57]4[O:39][C:33]5[C:34]([Cl:38])=[CH:35][CH:36]=[CH:37][C:32]=5[N:31]=4)=[CH:52][CH:51]=3)[C:42]=12. (6) Given the reactants [Cl:1][C:2]1[CH:31]=[C:30]([OH:32])[CH:29]=[CH:28][C:3]=1[CH2:4][N:5]([C:18]1[CH:23]=[CH:22][C:21]([CH2:24][CH2:25][CH:26]=[O:27])=[CH:20][CH:19]=1)[S:6]([C:9]1[C:14]([CH3:15])=[CH:13][C:12]([CH3:16])=[CH:11][C:10]=1[CH3:17])(=[O:8])=[O:7].[BH4-].[Na+].C(=O)(O)[O-].[Na+], predict the reaction product. The product is: [Cl:1][C:2]1[CH:31]=[C:30]([OH:32])[CH:29]=[CH:28][C:3]=1[CH2:4][N:5]([C:18]1[CH:23]=[CH:22][C:21]([CH2:24][CH2:25][CH2:26][OH:27])=[CH:20][CH:19]=1)[S:6]([C:9]1[C:14]([CH3:15])=[CH:13][C:12]([CH3:16])=[CH:11][C:10]=1[CH3:17])(=[O:8])=[O:7]. (7) Given the reactants Br[C:2]1[CH:11]=[CH:10][C:5]([C:6]([O:8][CH3:9])=[O:7])=[C:4]([O:12][CH3:13])[CH:3]=1.[B:14]1([B:14]2[O:18][C:17]([CH3:20])([CH3:19])[C:16]([CH3:22])([CH3:21])[O:15]2)[O:18][C:17]([CH3:20])([CH3:19])[C:16]([CH3:22])([CH3:21])[O:15]1.C([O-])(=O)C.[K+], predict the reaction product. The product is: [CH3:13][O:12][C:4]1[CH:3]=[C:2]([B:14]2[O:18][C:17]([CH3:20])([CH3:19])[C:16]([CH3:22])([CH3:21])[O:15]2)[CH:11]=[CH:10][C:5]=1[C:6]([O:8][CH3:9])=[O:7].